Dataset: Full USPTO retrosynthesis dataset with 1.9M reactions from patents (1976-2016). Task: Predict the reactants needed to synthesize the given product. (1) Given the product [NH2:1][C:2]1[C:3]([C:14]([NH:16][C:17]2[CH:22]=[CH:21][CH:20]=[CH:19][N:18]=2)=[O:15])=[N:4][C:5]([N:8]2[CH2:9][CH2:10][N:11]([S:32]([CH2:30][CH3:31])(=[O:34])=[O:33])[CH2:12][CH2:13]2)=[CH:6][N:7]=1, predict the reactants needed to synthesize it. The reactants are: [NH2:1][C:2]1[C:3]([C:14]([NH:16][C:17]2[CH:22]=[CH:21][CH:20]=[CH:19][N:18]=2)=[O:15])=[N:4][C:5]([N:8]2[CH2:13][CH2:12][NH:11][CH2:10][CH2:9]2)=[CH:6][N:7]=1.CCN(CC)CC.[CH2:30]([S:32](Cl)(=[O:34])=[O:33])[CH3:31]. (2) Given the product [CH2:27]([N:11]1[C:12]2[C:17](=[CH:16][C:15]([F:20])=[C:14]([N:21]3[CH2:26][CH2:25][O:24][CH2:23][CH2:22]3)[CH:13]=2)[C:18](=[O:19])[N:9]([OH:8])[C:10]1=[O:29])[CH3:28], predict the reactants needed to synthesize it. The reactants are: C([O:8][N:9]1[C:18](=[O:19])[C:17]2[C:12](=[CH:13][C:14]([N:21]3[CH2:26][CH2:25][O:24][CH2:23][CH2:22]3)=[C:15]([F:20])[CH:16]=2)[N:11]([CH2:27][CH3:28])[C:10]1=[O:29])C1C=CC=CC=1.[H][H]. (3) Given the product [CH3:7][O:8][C:9]1[C:14]([O:15][CH2:16][CH2:17][NH:18][CH2:19][CH:20]([OH:36])[CH2:21][O:22][C:23]2[C:28]3[C:29]4[C:34]([NH:35][C:27]=3[CH:26]=[CH:25][CH:24]=2)=[CH:33][CH:32]=[CH:31][CH:30]=4)=[CH:13][CH:12]=[CH:11][CH:10]=1.[CH3:7][O:8][C:9]1[C:14]([O:15][CH2:16][CH2:17][NH:18][CH2:19][CH:20]([OH:36])[CH2:21][O:22][C:23]2[C:28]3[C:29]4[C:34]([NH:35][C:27]=3[CH:26]=[CH:25][CH:24]=2)=[CH:33][CH:32]=[CH:31][CH:30]=4)=[CH:13][CH:12]=[CH:11][CH:10]=1.[OH2:3].[OH:39][P:37]([OH:41])([OH:40])=[O:38].[OH:39][P:37]([OH:41])([OH:40])=[O:38], predict the reactants needed to synthesize it. The reactants are: CC(N(C)C)=[O:3].[CH3:7][O:8][C:9]1[CH:10]=[CH:11][CH:12]=[CH:13][C:14]=1[O:15][CH2:16][CH2:17][NH:18][CH2:19][CH:20]([OH:36])[CH2:21][O:22][C:23]1[CH:24]=[CH:25][CH:26]=[C:27]2[NH:35][C:34]3[CH:33]=[CH:32][CH:31]=[CH:30][C:29]=3[C:28]=12.[P:37](=[O:41])([OH:40])([OH:39])[OH:38]. (4) Given the product [NH2:1][CH2:4][C@H:5]([OH:13])[CH2:6][N:7]1[CH2:8][CH2:9][CH2:10][CH2:11][CH2:12]1, predict the reactants needed to synthesize it. The reactants are: [N:1]([CH2:4][C@H:5]([OH:13])[CH2:6][N:7]1[CH2:12][CH2:11][CH2:10][CH2:9][CH2:8]1)=[N+]=[N-]. (5) Given the product [Cl:5][C:6]1[CH:11]=[CH:10][C:9]([S:12]([CH:15]([C:24]2[CH:29]=[C:28]([F:30])[CH:27]=[CH:26][C:25]=2[F:31])[C:16]2[N:21]=[CH:20][C:19]([CH2:22][NH:23][S:41]([N:40]([CH3:45])[CH3:39])(=[O:43])=[O:42])=[CH:18][CH:17]=2)(=[O:14])=[O:13])=[CH:8][CH:7]=1, predict the reactants needed to synthesize it. The reactants are: ClCCl.Cl.[Cl:5][C:6]1[CH:11]=[CH:10][C:9]([S:12]([CH:15]([C:24]2[CH:29]=[C:28]([F:30])[CH:27]=[CH:26][C:25]=2[F:31])[C:16]2[N:21]=[CH:20][C:19]([CH2:22][NH2:23])=[CH:18][CH:17]=2)(=[O:14])=[O:13])=[CH:8][CH:7]=1.CN1CCOCC1.[CH3:39][N:40]([CH3:45])[S:41](Cl)(=[O:43])=[O:42].